From a dataset of CYP3A4 inhibition data for predicting drug metabolism from PubChem BioAssay. Regression/Classification. Given a drug SMILES string, predict its absorption, distribution, metabolism, or excretion properties. Task type varies by dataset: regression for continuous measurements (e.g., permeability, clearance, half-life) or binary classification for categorical outcomes (e.g., BBB penetration, CYP inhibition). Dataset: cyp3a4_veith. (1) The molecule is C[C@@]12CCC(=O)C=C1CC[C@@H]1[C@@H]2C(=O)C[C@@]2(C)C(=O)CC[C@H]12. The result is 0 (non-inhibitor). (2) The molecule is COc1cc(C(=O)OC2C[C@@H]3CC[C@H](C2)N3C)ccc1O. The result is 0 (non-inhibitor).